From a dataset of Reaction yield outcomes from USPTO patents with 853,638 reactions. Predict the reaction yield, written as a fraction of the theoretical maximum amount of product (1.0 means a 100% yield; for example, 0.34 means a 34% yield). (1) The yield is 0.810. The catalyst is CO.N.[Ni]. The reactants are [C:1]([CH2:3][CH2:4][CH2:5][N:6]1[CH2:11][CH2:10][N:9]([C:12]2[CH:17]=[CH:16][CH:15]=[CH:14][C:13]=2[O:18][CH3:19])[CH2:8][CH2:7]1)#[N:2]. The product is [NH2:2][CH2:1][CH2:3][CH2:4][CH2:5][N:6]1[CH2:11][CH2:10][N:9]([C:12]2[CH:17]=[CH:16][CH:15]=[CH:14][C:13]=2[O:18][CH3:19])[CH2:8][CH2:7]1. (2) The reactants are Br[C:2]1[CH:3]=[C:4]([C@:8]([C@@H:16]2[CH2:21][CH2:20][CH2:19][N:18]([C:22]([NH:24][C@H:25]([CH2:33][N:34]([CH3:44])[C:35]([O:37][CH2:38][CH2:39][Si:40]([CH3:43])([CH3:42])[CH3:41])=[O:36])[CH2:26][CH:27]3[CH2:32][CH2:31][CH2:30][CH2:29][CH2:28]3)=[O:23])[CH2:17]2)([OH:15])[CH2:9][CH2:10][CH2:11][CH2:12][O:13][CH3:14])[CH:5]=[CH:6][CH:7]=1.[C:45]([Cu])#[N:46]. The catalyst is CN(C=O)C. The product is [C:45]([C:2]1[CH:3]=[C:4]([C@:8]([C@@H:16]2[CH2:21][CH2:20][CH2:19][N:18]([C:22]([NH:24][C@H:25]([CH2:33][N:34]([CH3:44])[C:35]([O:37][CH2:38][CH2:39][Si:40]([CH3:41])([CH3:42])[CH3:43])=[O:36])[CH2:26][CH:27]3[CH2:32][CH2:31][CH2:30][CH2:29][CH2:28]3)=[O:23])[CH2:17]2)([OH:15])[CH2:9][CH2:10][CH2:11][CH2:12][O:13][CH3:14])[CH:5]=[CH:6][CH:7]=1)#[N:46]. The yield is 0.220. (3) The reactants are [F:1][C:2]1([F:25])[CH2:8][CH2:7][N:6]([C:9]2[N:13]([CH3:14])[N:12]=[CH:11][C:10]=2[N+:15]([O-])=O)[CH2:5][CH2:4][CH:3]1[NH:18][C:19](=[O:24])[C:20]([F:23])([F:22])[F:21].CCN(C(C)C)C(C)C.C1CN([P+](ON2N=NC3C=CC=CC2=3)(N2CCCC2)N2CCCC2)CC1.F[P-](F)(F)(F)(F)F.[C:68]([O:72][C:73]([NH:75][C:76]1[S:80][C:79]([C:81]2[C:86]([F:87])=[CH:85][CH:84]=[CH:83][C:82]=2[F:88])=[N:78][C:77]=1[C:89](O)=[O:90])=[O:74])([CH3:71])([CH3:70])[CH3:69]. The catalyst is CO.C(Cl)Cl.[Pd]. The product is [F:1][C:2]1([F:25])[CH:3]([NH:18][C:19](=[O:24])[C:20]([F:23])([F:22])[F:21])[CH2:4][CH2:5][N:6]([C:9]2[N:13]([CH3:14])[N:12]=[CH:11][C:10]=2[NH:15][C:89]([C:77]2[N:78]=[C:79]([C:81]3[C:82]([F:88])=[CH:83][CH:84]=[CH:85][C:86]=3[F:87])[S:80][C:76]=2[NH:75][C:73](=[O:74])[O:72][C:68]([CH3:71])([CH3:70])[CH3:69])=[O:90])[CH2:7][CH2:8]1. The yield is 0.690.